Dataset: Full USPTO retrosynthesis dataset with 1.9M reactions from patents (1976-2016). Task: Predict the reactants needed to synthesize the given product. (1) Given the product [CH3:1][C:2]1[CH:7]=[CH:6][C:5]([C:8]2[O:12][N:11]=[CH:10][C:9]=2[C:13]([N:25]2[CH2:26][CH2:27][CH:22]([C:16]3[CH:21]=[CH:20][CH:19]=[CH:18][CH:17]=3)[CH2:23][CH2:24]2)=[O:14])=[CH:4][CH:3]=1, predict the reactants needed to synthesize it. The reactants are: [CH3:1][C:2]1[CH:7]=[CH:6][C:5]([C:8]2[O:12][N:11]=[CH:10][C:9]=2[C:13](Cl)=[O:14])=[CH:4][CH:3]=1.[C:16]1([CH:22]2[CH2:27][CH2:26][NH:25][CH2:24][CH2:23]2)[CH:21]=[CH:20][CH:19]=[CH:18][CH:17]=1. (2) Given the product [C:19]1([C:16]2[O:15][C:14]([CH:11]3[CH2:12][CH2:13][NH:8][CH2:9][CH2:10]3)=[N:18][N:17]=2)[CH:20]=[CH:21][CH:22]=[CH:23][CH:24]=1, predict the reactants needed to synthesize it. The reactants are: C(OC([N:8]1[CH2:13][CH2:12][CH:11]([C:14]2[O:15][C:16]([C:19]3[CH:24]=[CH:23][CH:22]=[CH:21][CH:20]=3)=[N:17][N:18]=2)[CH2:10][CH2:9]1)=O)(C)(C)C.C(O)(C(F)(F)F)=O.N. (3) Given the product [CH3:6][C@H:3]([CH2:2][O:27][C:24]1[CH:23]=[CH:22][C:21]([B:16]2[O:17][C:18]([CH3:20])([CH3:19])[C:14]([CH3:28])([CH3:13])[O:15]2)=[CH:26][CH:25]=1)[CH2:4][OH:5], predict the reactants needed to synthesize it. The reactants are: Br[CH2:2][C@@H:3]([CH3:6])[CH2:4][OH:5].C([O-])([O-])=O.[K+].[K+].[CH3:13][C:14]1([CH3:28])[C:18]([CH3:20])([CH3:19])[O:17][B:16]([C:21]2[CH:26]=[CH:25][C:24]([OH:27])=[CH:23][CH:22]=2)[O:15]1.